This data is from Forward reaction prediction with 1.9M reactions from USPTO patents (1976-2016). The task is: Predict the product of the given reaction. (1) Given the reactants [CH3:1][O:2][C:3]1[CH:4]=[C:5]([NH:11][C:12]2[C:13]3[N:38]=[CH:37][S:36][C:14]=3[N:15]=[C:16]([N:18]3[CH2:22][CH2:21][CH:20]([NH:23][C:24]([C:26]4[CH:27]=[CH:28][C:29]([C:32]([O:34]C)=[O:33])=[N:30][CH:31]=4)=[O:25])[CH2:19]3)[N:17]=2)[CH:6]=[CH:7][C:8]=1[O:9][CH3:10].[OH-].[Na+], predict the reaction product. The product is: [CH3:1][O:2][C:3]1[CH:4]=[C:5]([NH:11][C:12]2[C:13]3[N:38]=[CH:37][S:36][C:14]=3[N:15]=[C:16]([N:18]3[CH2:22][CH2:21][CH:20]([NH:23][C:24]([C:26]4[CH:27]=[CH:28][C:29]([C:32]([OH:34])=[O:33])=[N:30][CH:31]=4)=[O:25])[CH2:19]3)[N:17]=2)[CH:6]=[CH:7][C:8]=1[O:9][CH3:10]. (2) The product is: [Cl:33][C:32]1[CH:31]=[N+:30]([O-:34])[CH:29]=[C:28]([Cl:35])[C:27]=1[CH2:26][C@@H:25]([C:36]1[CH:41]=[CH:40][C:39]([O:42][CH:43]([F:44])[F:45])=[C:38]([O:46][CH2:47][CH:48]2[CH2:50][CH2:49]2)[CH:37]=1)[O:24][C:22](=[O:23])[CH2:21][N:17]1[C:16]2[CH:51]=[CH:52][C:13]([NH:8][S:9]([CH3:12])(=[O:10])=[O:11])=[CH:14][C:15]=2[O:19][C:18]1=[O:20]. Given the reactants C(OC([N:8]([C:13]1[CH:52]=[CH:51][C:16]2[N:17]([CH2:21][C:22]([O:24][C@H:25]([C:36]3[CH:41]=[CH:40][C:39]([O:42][CH:43]([F:45])[F:44])=[C:38]([O:46][CH2:47][CH:48]4[CH2:50][CH2:49]4)[CH:37]=3)[CH2:26][C:27]3[C:32]([Cl:33])=[CH:31][N+:30]([O-:34])=[CH:29][C:28]=3[Cl:35])=[O:23])[C:18](=[O:20])[O:19][C:15]=2[CH:14]=1)[S:9]([CH3:12])(=[O:11])=[O:10])=O)(C)(C)C.Cl.C1COCC1, predict the reaction product. (3) Given the reactants [Cl:1][C:2]1[N:7]=[C:6]([O:8][C:9]2[C:18]3[C:13](=[CH:14][CH:15]=[CH:16][CH:17]=3)[C:12]([NH:19]C(=O)OC(C)(C)C)=[CH:11][CH:10]=2)[CH:5]=[CH:4][N:3]=1.C(O)(C(F)(F)F)=O, predict the reaction product. The product is: [Cl:1][C:2]1[N:7]=[C:6]([O:8][C:9]2[C:18]3[C:13](=[CH:14][CH:15]=[CH:16][CH:17]=3)[C:12]([NH2:19])=[CH:11][CH:10]=2)[CH:5]=[CH:4][N:3]=1. (4) Given the reactants [F:1][C:2]([F:15])([F:14])[C:3]1[CH:8]=[CH:7][C:6]([C@@H:9]2[O:11][C@H:10]2[CH2:12][OH:13])=[CH:5][CH:4]=1.Cl([O-])(=O)(=O)=O.[Li+].[N-:22]=[N+:23]=[N-:24].[Na+], predict the reaction product. The product is: [N:22]([C@H:9]([C:6]1[CH:7]=[CH:8][C:3]([C:2]([F:15])([F:14])[F:1])=[CH:4][CH:5]=1)[C@@H:10]([OH:11])[CH2:12][OH:13])=[N+:23]=[N-:24]. (5) The product is: [CH2:1]([O:3][C@@H:4]([CH2:9][C:10]1[CH:15]=[CH:14][C:13]([C:16]2[S:20][C:19]([N:21]([CH3:32])[C:22]([NH:24][CH2:25][CH2:26][CH2:27][CH2:28][CH2:29][CH2:30][CH3:31])=[O:23])=[N:18][CH:17]=2)=[CH:12][CH:11]=1)[C:5]([OH:7])=[O:6])[CH3:2]. Given the reactants [CH2:1]([O:3][C@@H:4]([CH2:9][C:10]1[CH:15]=[CH:14][C:13]([C:16]2[S:20][C:19]([N:21]([CH3:32])[C:22]([NH:24][CH2:25][CH2:26][CH2:27][CH2:28][CH2:29][CH2:30][CH3:31])=[O:23])=[N:18][CH:17]=2)=[CH:12][CH:11]=1)[C:5]([O:7]C)=[O:6])[CH3:2].[OH-].[Li+], predict the reaction product. (6) The product is: [C:1]([C:5]1[S:9][C:8]([C@H:10]2[CH2:15][C@@H:14]([C:40](=[O:41])[CH2:39][C:38]([O:37][CH2:35][CH3:36])=[O:43])[CH2:13][CH2:12][N:11]2[C:19]([O:21][CH3:22])=[O:20])=[CH:7][CH:6]=1)([CH3:2])([CH3:4])[CH3:3]. Given the reactants [C:1]([C:5]1[S:9][C:8]([CH:10]2[CH2:15][CH:14](C(O)=O)[CH2:13][CH2:12][N:11]2[C:19]([O:21][CH3:22])=[O:20])=[CH:7][CH:6]=1)([CH3:4])([CH3:3])[CH3:2].N1(C(N2C=CN=C2)=O)C=CN=C1.[CH2:35]([O:37][C:38](=[O:43])[CH2:39][C:40](O)=[O:41])[CH3:36].[K].[Cl-].[Mg+2].[Cl-].Cl, predict the reaction product. (7) Given the reactants [NH2:1][CH2:2][CH2:3][N:4]1[C:13]([CH2:14][N:15]([CH3:17])[CH3:16])=[C:12]([C:18]2[CH:23]=[CH:22][CH:21]=[CH:20][CH:19]=2)[C:11]2[C:6](=[CH:7][CH:8]=[C:9]([O:24][CH3:25])[CH:10]=2)[C:5]1=[O:26].C(N(CC)CC)C.[CH3:34][S:35](Cl)(=[O:37])=[O:36].C(Cl)Cl, predict the reaction product. The product is: [CH3:16][N:15]([CH2:14][C:13]1[N:4]([CH2:3][CH2:2][NH:1][S:35]([CH3:34])(=[O:37])=[O:36])[C:5](=[O:26])[C:6]2[C:11]([C:12]=1[C:18]1[CH:19]=[CH:20][CH:21]=[CH:22][CH:23]=1)=[CH:10][C:9]([O:24][CH3:25])=[CH:8][CH:7]=2)[CH3:17]. (8) Given the reactants [Cl:1][C:2]1[C:3]([C:8](OCC)=O)=[N:4][NH:5][C:6]=1C.C[C:14]1NN=[C:16]([N:19](CCC)[CH2:20][CH2:21][CH3:22])[CH:15]=1, predict the reaction product. The product is: [Cl:1][C:2]1[C:6]([N:19]([CH2:20][CH2:21][CH3:22])[CH2:16][CH2:15][CH3:14])=[N:5][NH:4][C:3]=1[CH3:8].